Predict the product of the given reaction. From a dataset of Forward reaction prediction with 1.9M reactions from USPTO patents (1976-2016). Given the reactants [N:1]1[CH2:6][CH2:5][CH2:4][NH:3][C:2]=1[SH:7].Br[CH2:9][CH2:10][CH2:11]Br, predict the reaction product. The product is: [S:7]1[CH2:11][CH2:10][CH2:9][N:1]2[CH2:6][CH2:5][CH2:4][N:3]=[C:2]12.